This data is from CYP2D6 substrate classification data from Carbon-Mangels et al.. The task is: Regression/Classification. Given a drug SMILES string, predict its absorption, distribution, metabolism, or excretion properties. Task type varies by dataset: regression for continuous measurements (e.g., permeability, clearance, half-life) or binary classification for categorical outcomes (e.g., BBB penetration, CYP inhibition). Dataset: cyp2d6_substrate_carbonmangels. (1) The molecule is Cc1cccc([C@H](C)c2c[nH]cn2)c1C. The result is 0 (non-substrate). (2) The compound is CCCC(=O)Nc1ccc(OC[C@@H](O)CNC(C)C)c(C(C)=O)c1. The result is 0 (non-substrate). (3) The drug is CC[C@H](C)C(=O)O[C@H]1C[C@@H](C)C=C2C=C[C@H](C)[C@H](CC[C@@H]3C[C@@H](O)CC(=O)O3)[C@H]21. The result is 0 (non-substrate). (4) The compound is C1CCC(C(C[C@H]2CCCCN2)C2CCCCC2)CC1. The result is 1 (substrate). (5) The result is 0 (non-substrate). The drug is Nc1nc2ccc(OC(F)(F)F)cc2s1. (6) The compound is CCOC(=O)N1CCC(=C2c3ccc(Cl)cc3CCc3cccnc32)CC1. The result is 1 (substrate). (7) The molecule is C[C@H](CN(C)C)CN1c2ccccc2S(=O)(=O)c2ccccc21. The result is 0 (non-substrate). (8) The drug is CC(C)(C(=O)c1cccnc1)c1cccnc1. The result is 0 (non-substrate).